Task: Regression. Given a peptide amino acid sequence and an MHC pseudo amino acid sequence, predict their binding affinity value. This is MHC class II binding data.. Dataset: Peptide-MHC class II binding affinity with 134,281 pairs from IEDB (1) The peptide sequence is VDMITSMSIKSFENN. The MHC is H-2-IAd with pseudo-sequence H-2-IAd. The binding affinity (normalized) is 0.612. (2) The peptide sequence is YDKFLADVSTVLTGK. The MHC is DRB1_1001 with pseudo-sequence DRB1_1001. The binding affinity (normalized) is 0.633. (3) The peptide sequence is KKRNLTIMDLHPGSG. The MHC is DRB1_0802 with pseudo-sequence DRB1_0802. The binding affinity (normalized) is 0.719. (4) The peptide sequence is DTVAVSGKWYLKAMTA. The MHC is DRB1_1501 with pseudo-sequence DRB1_1501. The binding affinity (normalized) is 0.477. (5) The peptide sequence is DESWQQFRQELIPLL. The MHC is DRB1_0404 with pseudo-sequence DRB1_0404. The binding affinity (normalized) is 0.346. (6) The peptide sequence is KRIVKLVNDVGAVVN. The MHC is HLA-DQA10301-DQB10302 with pseudo-sequence HLA-DQA10301-DQB10302. The binding affinity (normalized) is 0.581. (7) The peptide sequence is PFTVRYTTEGGTKGE. The MHC is HLA-DPA10103-DPB10201 with pseudo-sequence HLA-DPA10103-DPB10201. The binding affinity (normalized) is 0.169.